Task: Predict which catalyst facilitates the given reaction.. Dataset: Catalyst prediction with 721,799 reactions and 888 catalyst types from USPTO Reactant: [H-].C([Al+]CC(C)C)C(C)C.C1(C)C=CC=CC=1.C[O:19][C:20](=O)[CH2:21][C@H:22]1[CH2:26][O:25][C:24]([CH3:28])([CH3:27])[N:23]1[C:29]([O:31][C:32]([CH3:35])([CH3:34])[CH3:33])=[O:30].C(C(C(C([O-])=O)O)O)([O-])=O.[Na+].[K+].C(OCC)(=O)C. Product: [OH:19][CH2:20][CH2:21][C@H:22]1[CH2:26][O:25][C:24]([CH3:28])([CH3:27])[N:23]1[C:29]([O:31][C:32]([CH3:35])([CH3:34])[CH3:33])=[O:30]. The catalyst class is: 2.